Dataset: Peptide-MHC class I binding affinity with 185,985 pairs from IEDB/IMGT. Task: Regression. Given a peptide amino acid sequence and an MHC pseudo amino acid sequence, predict their binding affinity value. This is MHC class I binding data. (1) The MHC is HLA-A69:01 with pseudo-sequence HLA-A69:01. The peptide sequence is RGRIGRTYL. The binding affinity (normalized) is 0.0847. (2) The peptide sequence is PASTNRQSGR. The MHC is HLA-A02:03 with pseudo-sequence HLA-A02:03. The binding affinity (normalized) is 0.0945. (3) The peptide sequence is ICFTPGNL. The MHC is H-2-Kb with pseudo-sequence H-2-Kb. The binding affinity (normalized) is 0.769. (4) The MHC is HLA-A02:03 with pseudo-sequence HLA-A02:03. The peptide sequence is TEDDWITYI. The binding affinity (normalized) is 0.0847. (5) The peptide sequence is ATLMKTSCSK. The MHC is HLA-B54:01 with pseudo-sequence HLA-B54:01. The binding affinity (normalized) is 0. (6) The peptide sequence is RALGPAATL. The MHC is HLA-A30:01 with pseudo-sequence HLA-A30:01. The binding affinity (normalized) is 0.152. (7) The peptide sequence is RTHLGFIFQ. The MHC is HLA-A31:01 with pseudo-sequence HLA-A31:01. The binding affinity (normalized) is 0.0847. (8) The peptide sequence is QVIEYLKPY. The MHC is HLA-A11:01 with pseudo-sequence HLA-A11:01. The binding affinity (normalized) is 0.459.